From a dataset of Catalyst prediction with 721,799 reactions and 888 catalyst types from USPTO. Predict which catalyst facilitates the given reaction. (1) Reactant: [CH2:1]1[CH2:11][CH2:10][N:9]2[C:4](=[N:5][CH2:6][CH2:7][CH2:8]2)[CH2:3][CH2:2]1.[CH3:12]N(C)C(=O)C.[CH:18]1(P(C2CCCCC2)C2C=CC=CC=2C2C=CC=CC=2)[CH2:23]CCC[CH2:19]1. Product: [CH3:12][C:7]1[CH:6]=[N:5][C:4]2[NH:9][C:10]3[C:2]([C:3]=2[CH:8]=1)=[CH:23][CH:18]=[CH:19][C:11]=3[CH3:1]. The catalyst class is: 713. (2) Reactant: [C:1]([C:5]1[CH:10]=[CH:9][CH:8]=[C:7]([C:11]2([N:14]=[C:15]=[O:16])[CH2:13][CH2:12]2)[CH:6]=1)([CH3:4])([CH3:3])[CH3:2].[Br:17][C:18]1[CH:33]=[CH:32][C:21]([CH2:22][C@H:23]2[C@@H:28]([OH:29])[CH:27]=[CH:26][S:25](=[O:31])(=[O:30])[CH2:24]2)=[CH:20][CH:19]=1.C1CCN2C(=[N:38]CCC2)CC1. Product: [Br:17][C:18]1[CH:19]=[CH:20][C:21]([CH2:22][C@H:23]2[C@@H:28]3[C@@H:27]([N:14]([C:11]4([C:7]5[CH:8]=[CH:9][CH:10]=[C:5]([C:1]([CH3:4])([CH3:3])[CH3:2])[CH:6]=5)[CH2:13][CH2:12]4)[C:15](=[O:16])[O:29]3)[CH2:26][S:25](=[O:31])(=[O:30])[CH2:24]2)=[CH:32][CH:33]=1.[NH3:38]. The catalyst class is: 10. (3) Reactant: C(OC([N:6]1[CH2:21][CH2:20][C:10]2[C:11]3[CH2:12][C:13]([F:19])([F:18])[CH2:14][C:15]=3[CH:16]=[CH:17][C:9]=2[CH2:8][CH2:7]1)=O)C.[Si](I)(C)(C)C. Product: [F:19][C:13]1([F:18])[CH2:12][C:11]2[C:10]3[CH2:20][CH2:21][NH:6][CH2:7][CH2:8][C:9]=3[CH:17]=[CH:16][C:15]=2[CH2:14]1. The catalyst class is: 22. (4) Reactant: [OH:1][C:2]1[CH:3]=[C:4]([C:15]([O:17][CH3:18])=[O:16])[CH:5]=[C:6]([C:8]2[CH:13]=[CH:12][C:11]([CH3:14])=[CH:10][CH:9]=2)[CH:7]=1.C(=O)([O-])[O-].[K+].[K+].Br[C:26]1[CH:31]=[CH:30][CH:29]=[CH:28][N:27]=1.CS(C)=O. Product: [CH3:14][C:11]1[CH:10]=[CH:9][C:8]([C:6]2[CH:7]=[C:2]([O:1][C:26]3[CH:31]=[CH:30][CH:29]=[CH:28][N:27]=3)[CH:3]=[C:4]([C:15]([O:17][CH3:18])=[O:16])[CH:5]=2)=[CH:13][CH:12]=1. The catalyst class is: 25. (5) Reactant: [F:1][C:2]([F:15])([F:14])[S:3]([O:6]S(C(F)(F)F)(=O)=O)(=[O:5])=[O:4].[Br:16][C:17]1[C:25](O)=[CH:24][CH:23]=[C:22]2[C:18]=1[CH2:19][CH2:20][C:21]2=[O:27].CC1C=CC=C(C)N=1. Product: [Br:16][C:17]1[C:25]([O:6][S:3]([C:2]([F:15])([F:14])[F:1])(=[O:5])=[O:4])=[CH:24][CH:23]=[C:22]2[C:18]=1[CH2:19][CH2:20][C:21]2=[O:27]. The catalyst class is: 4.